Task: Predict hERG channel inhibition at various concentrations.. Dataset: hERG Central: cardiac toxicity at 1µM, 10µM, and general inhibition (1) The molecule is O=C(Nc1cccc(F)c1)NC1CCN(Cc2ccccc2)CC1. Results: hERG_inhib (hERG inhibition (general)): blocker. (2) The molecule is CC(=O)N1c2ccc(S(=O)(=O)N3CCCC3C(=O)NCc3ccc(Cl)cc3)cc2CC1C. Results: hERG_inhib (hERG inhibition (general)): blocker. (3) The drug is COc1ccc(/C=C/CN2CCC(Oc3ccc(C(=O)N4CCCCC4)cc3)CC2)cc1. Results: hERG_inhib (hERG inhibition (general)): blocker. (4) The molecule is Cc1ccc(C(=O)N/C(=C\c2ccccc2)C(=O)OCc2ccccc2)cc1. Results: hERG_inhib (hERG inhibition (general)): blocker. (5) The drug is O=C(c1ccc(C(F)(F)F)cc1)C1CCCN(Cc2cccn2-c2ncccn2)C1. Results: hERG_inhib (hERG inhibition (general)): blocker.